From a dataset of Full USPTO retrosynthesis dataset with 1.9M reactions from patents (1976-2016). Predict the reactants needed to synthesize the given product. (1) Given the product [F:10][C:11]1[CH:16]=[CH:15][C:14]([C:17]([C:26]2[CH:27]=[CH:28][C:29]([F:32])=[CH:30][CH:31]=2)([C:20]2[CH:25]=[CH:24][CH:23]=[CH:22][CH:21]=2)[C:18]([NH2:19])=[O:8])=[CH:13][CH:12]=1, predict the reactants needed to synthesize it. The reactants are: S(=O)(=O)(O)O.C(O)(=[O:8])C.[F:10][C:11]1[CH:16]=[CH:15][C:14]([C:17]([C:26]2[CH:31]=[CH:30][C:29]([F:32])=[CH:28][CH:27]=2)([C:20]2[CH:25]=[CH:24][CH:23]=[CH:22][CH:21]=2)[C:18]#[N:19])=[CH:13][CH:12]=1.[OH-].[NH4+]. (2) Given the product [CH3:1][O:2][C:3]1[CH:4]=[C:5]([CH2:11][CH2:12][NH:13][C:25](=[O:26])[CH2:24][C:15]2[CH:16]=[CH:17][C:18]3[C:23](=[CH:22][CH:21]=[CH:20][CH:19]=3)[CH:14]=2)[CH:6]=[CH:7][C:8]=1[O:9][CH3:10], predict the reactants needed to synthesize it. The reactants are: [CH3:1][O:2][C:3]1[CH:4]=[C:5]([CH2:11][CH2:12][NH2:13])[CH:6]=[CH:7][C:8]=1[O:9][CH3:10].[CH:14]1[C:23]2[C:18](=[CH:19][CH:20]=[CH:21][CH:22]=2)[CH:17]=[CH:16][C:15]=1[CH2:24][C:25](O)=[O:26]. (3) Given the product [Br:11][C:10]1[CH:9]=[CH:8][C:4]([C:5]2[S:19][C:14]3[CH:15]=[CH:16][CH:17]=[CH:18][C:13]=3[N:12]=2)=[CH:3][C:2]=1[F:1], predict the reactants needed to synthesize it. The reactants are: [F:1][C:2]1[CH:3]=[C:4]([CH:8]=[CH:9][C:10]=1[Br:11])[C:5](O)=O.[NH2:12][C:13]1[CH:18]=[CH:17][CH:16]=[CH:15][C:14]=1[SH:19].[OH-].[NH4+]. (4) The reactants are: [OH:1][C@@H:2]([CH3:35])/[CH:3]=[CH:4]\[C:5]([NH:7][C@H:8]1[C@@H:13]([CH3:14])[O:12][C@@H:11]([CH2:15]/[CH:16]=[C:17](\[CH3:33])/[CH:18]=[CH:19]/[C@@H:20]2[CH2:27][C@@:24]3([O:26][CH2:25]3)[CH2:23][C@@H:22]([CH2:28][C:29]([O:31][CH3:32])=[O:30])[O:21]2)[C@@H:10]([CH3:34])[CH2:9]1)=[O:6].[CH3:36][S:37][CH2:38][CH2:39][CH2:40][C:41](O)=[O:42].CC(C)N=C=NC(C)C. Given the product [CH3:36][S:37][CH2:38][CH2:39][CH2:40][C:41]([O:1][C@H:2](/[CH:3]=[CH:4]\[C:5]([NH:7][C@@H:8]1[CH2:9][C@H:10]([CH3:34])[C@H:11]([CH2:15]/[CH:16]=[C:17](\[CH3:33])/[CH:18]=[CH:19]/[C@H:20]2[O:21][C@H:22]([CH2:28][C:29]([O:31][CH3:32])=[O:30])[CH2:23][C@:24]3([O:26][CH2:25]3)[CH2:27]2)[O:12][C@@H:13]1[CH3:14])=[O:6])[CH3:35])=[O:42], predict the reactants needed to synthesize it. (5) Given the product [CH2:1]([O:3][C:4]([C:6]1[C:10]2[N:11]=[CH:12][N:13]=[C:14]([C:26]3[CH:25]=[CH:24][CH:23]=[CH:22][C:21]=3[O:20][CH2:19][CH:16]3[CH2:17][CH2:18]3)[C:9]=2[NH:8][CH:7]=1)=[O:5])[CH3:2], predict the reactants needed to synthesize it. The reactants are: [CH2:1]([O:3][C:4]([C:6]1[C:10]2[N:11]=[CH:12][N:13]=[C:14](Cl)[C:9]=2[NH:8][CH:7]=1)=[O:5])[CH3:2].[CH:16]1([CH2:19][O:20][C:21]2[CH:26]=[CH:25][CH:24]=[CH:23][C:22]=2B2OC(C)(C)C(C)(C)O2)[CH2:18][CH2:17]1. (6) The reactants are: [NH2:1][C:2]1[CH:7]=[CH:6][C:5]([CH3:8])=[CH:4][N:3]=1.[N+:9]([CH2:11][CH2:12][CH2:13][CH2:14][CH2:15][CH2:16][N+:17]#[C-:18])#[C-:10].[CH3:19][O:20][C:21]1[CH:22]=[C:23]([CH:26]=[CH:27][C:28]=1[O:29][CH3:30])[CH:24]=O. Given the product [CH3:19][O:20][C:21]1[CH:22]=[C:23]([C:24]2[N:1]=[C:2]3[CH:7]=[CH:6][C:5]([CH3:8])=[CH:4][N:3]3[C:10]=2[NH:9][CH2:11][CH2:12][CH2:13][CH2:14][CH2:15][CH2:16][N+:17]#[C-:18])[CH:26]=[CH:27][C:28]=1[O:29][CH3:30], predict the reactants needed to synthesize it. (7) Given the product [CH3:29][O:28][C:26](=[O:27])[CH2:25][C:22]1[CH:23]=[CH:24][C:19]([NH:18][C:10]2[C:11]3[CH2:16][CH2:15][CH2:14][C:12]=3[N:13]=[C:8]([C:5]3[CH:6]=[CH:7][C:2]([Br:1])=[CH:3][CH:4]=3)[N:9]=2)=[CH:20][CH:21]=1, predict the reactants needed to synthesize it. The reactants are: [Br:1][C:2]1[CH:7]=[CH:6][C:5]([C:8]2[N:9]=[C:10](Cl)[C:11]3[CH2:16][CH2:15][CH2:14][C:12]=3[N:13]=2)=[CH:4][CH:3]=1.[NH2:18][C:19]1[CH:24]=[CH:23][C:22]([CH2:25][C:26]([O:28][CH3:29])=[O:27])=[CH:21][CH:20]=1.C(=O)([O-])[O-].[Cs+].[Cs+].C1C=CC(P(C2C(C3C(P(C4C=CC=CC=4)C4C=CC=CC=4)=CC=C4C=3C=CC=C4)=C3C(C=CC=C3)=CC=2)C2C=CC=CC=2)=CC=1.